This data is from Full USPTO retrosynthesis dataset with 1.9M reactions from patents (1976-2016). The task is: Predict the reactants needed to synthesize the given product. (1) Given the product [O:17]([CH2:16][CH2:15][N:5]1[CH2:6][CH2:7][CH:2]([OH:1])[CH2:3][CH2:4]1)[C:18]1[CH:23]=[CH:22][CH:21]=[CH:20][CH:19]=1, predict the reactants needed to synthesize it. The reactants are: [OH:1][CH:2]1[CH2:7][CH2:6][NH:5][CH2:4][CH2:3]1.C(=O)([O-])[O-].[K+].[K+].Br[CH2:15][CH2:16][O:17][C:18]1[CH:23]=[CH:22][CH:21]=[CH:20][CH:19]=1. (2) Given the product [OH:39][C@@H:5]1[C@H:4]([OH:41])[C@@H:3]([O:2][CH3:1])[C:8]([CH3:10])([CH3:9])[O:7][C@H:6]1[O:11][C:12]1[C:21]([CH3:22])=[C:20]2[C:15]([CH:16]=[C:17]([NH:24][C:70]([C:64]3[CH:63]=[C:62]([C:58]4[CH:59]=[CH:60][CH:61]=[C:56]([O:55][CH3:54])[CH:57]=4)[C:67]([O:68][CH3:69])=[CH:66][CH:65]=3)=[O:71])[C:18](=[O:23])[O:19]2)=[CH:14][C:13]=1[O:35][CH2:36][CH2:37][CH3:38], predict the reactants needed to synthesize it. The reactants are: [CH3:1][O:2][C@H:3]1[C:8]([CH3:10])([CH3:9])[O:7][C@@H:6]([O:11][C:12]2[C:21]([CH3:22])=[C:20]3[C:15]([CH:16]=[C:17]([NH:24]C(=O)OCC4C=CC=CC=4)[C:18](=[O:23])[O:19]3)=[CH:14][C:13]=2[O:35][CH2:36][CH2:37][CH3:38])[C@@H:5]2[O:39]C(=O)[O:41][C@H:4]12.CCN=C=NCCCN(C)C.[CH3:54][O:55][C:56]1[CH:57]=[C:58]([C:62]2[C:67]([O:68][CH3:69])=[CH:66][CH:65]=[C:64]([C:70](O)=[O:71])[CH:63]=2)[CH:59]=[CH:60][CH:61]=1.C(=O)([O-])[O-].